Dataset: Full USPTO retrosynthesis dataset with 1.9M reactions from patents (1976-2016). Task: Predict the reactants needed to synthesize the given product. (1) Given the product [NH:23]1[CH2:22][CH2:21][CH:20]([CH2:19][N:16]2[C:15]3[CH:36]=[CH:37][C:12]([C:10]4[CH:9]=[N:8][N:7]([CH:2]5[CH2:3][CH2:4][CH2:5][CH2:6][O:1]5)[CH:11]=4)=[CH:13][C:14]=3[N:18]=[CH:17]2)[CH2:25][CH2:24]1, predict the reactants needed to synthesize it. The reactants are: [O:1]1[CH2:6][CH2:5][CH2:4][CH2:3][CH:2]1[N:7]1[CH:11]=[C:10]([C:12]2[CH:37]=[CH:36][C:15]3[N:16]([CH2:19][CH:20]4[CH2:25][CH2:24][N:23](C(OCC5C=CC=CC=5)=O)[CH2:22][CH2:21]4)[CH:17]=[N:18][C:14]=3[CH:13]=2)[CH:9]=[N:8]1.[H][H].CO. (2) Given the product [C:29]([N:28]=[C:27]([NH:18][C:13]1[CH:14]=[CH:15][CH:16]=[CH:17][C:12]=1[CH2:11][NH:10][C:9](=[O:19])[O:8][CH2:1][C:2]1[CH:7]=[CH:6][CH:5]=[CH:4][CH:3]=1)[O:26][C:23]1[CH:24]=[CH:25][CH:20]=[CH:21][CH:22]=1)#[N:30], predict the reactants needed to synthesize it. The reactants are: [CH2:1]([O:8][C:9](=[O:19])[NH:10][CH2:11][C:12]1[CH:17]=[CH:16][CH:15]=[CH:14][C:13]=1[NH2:18])[C:2]1[CH:7]=[CH:6][CH:5]=[CH:4][CH:3]=1.[CH:20]1[CH:25]=[CH:24][C:23]([O:26][C:27](OC2C=CC=CC=2)=[N:28][C:29]#[N:30])=[CH:22][CH:21]=1. (3) Given the product [CH3:1][O:2][C:3](=[O:14])[C:4]1[CH:9]=[CH:8][C:7]([C:10]([OH:21])=[O:11])=[C:6]([O:12][CH3:13])[CH:5]=1, predict the reactants needed to synthesize it. The reactants are: [CH3:1][O:2][C:3](=[O:14])[C:4]1[CH:9]=[CH:8][C:7]([CH:10]=[O:11])=[C:6]([O:12][CH3:13])[CH:5]=1.O.CC(=CC)C.[O-:21]Cl=O.[Na+].